From a dataset of NCI-60 drug combinations with 297,098 pairs across 59 cell lines. Regression. Given two drug SMILES strings and cell line genomic features, predict the synergy score measuring deviation from expected non-interaction effect. (1) Drug 1: CNC(=O)C1=NC=CC(=C1)OC2=CC=C(C=C2)NC(=O)NC3=CC(=C(C=C3)Cl)C(F)(F)F. Drug 2: CN(C(=O)NC(C=O)C(C(C(CO)O)O)O)N=O. Cell line: NCI-H460. Synergy scores: CSS=7.76, Synergy_ZIP=-2.81, Synergy_Bliss=-0.688, Synergy_Loewe=1.72, Synergy_HSA=-3.39. (2) Drug 1: C1=NC2=C(N1)C(=S)N=CN2. Drug 2: CC1C(C(CC(O1)OC2CC(CC3=C2C(=C4C(=C3O)C(=O)C5=C(C4=O)C(=CC=C5)OC)O)(C(=O)CO)O)N)O.Cl. Cell line: RPMI-8226. Synergy scores: CSS=39.2, Synergy_ZIP=-8.90, Synergy_Bliss=-7.70, Synergy_Loewe=-13.4, Synergy_HSA=-4.16. (3) Drug 1: C1CC(=O)NC(=O)C1N2CC3=C(C2=O)C=CC=C3N. Drug 2: CN(CC1=CN=C2C(=N1)C(=NC(=N2)N)N)C3=CC=C(C=C3)C(=O)NC(CCC(=O)O)C(=O)O. Cell line: CAKI-1. Synergy scores: CSS=14.3, Synergy_ZIP=-5.03, Synergy_Bliss=-2.58, Synergy_Loewe=-8.46, Synergy_HSA=-0.317. (4) Drug 1: C1=NNC2=C1C(=O)NC=N2. Drug 2: CC1=C(C(=O)C2=C(C1=O)N3CC4C(C3(C2COC(=O)N)OC)N4)N. Cell line: TK-10. Synergy scores: CSS=8.44, Synergy_ZIP=-4.74, Synergy_Bliss=-3.76, Synergy_Loewe=-3.30, Synergy_HSA=-2.62. (5) Drug 1: CCCS(=O)(=O)NC1=C(C(=C(C=C1)F)C(=O)C2=CNC3=C2C=C(C=N3)C4=CC=C(C=C4)Cl)F. Drug 2: CC1=C2C(C(=O)C3(C(CC4C(C3C(C(C2(C)C)(CC1OC(=O)C(C(C5=CC=CC=C5)NC(=O)OC(C)(C)C)O)O)OC(=O)C6=CC=CC=C6)(CO4)OC(=O)C)OC)C)OC. Cell line: MOLT-4. Synergy scores: CSS=37.8, Synergy_ZIP=-2.59, Synergy_Bliss=-6.28, Synergy_Loewe=-39.2, Synergy_HSA=-7.11. (6) Synergy scores: CSS=-3.22, Synergy_ZIP=3.33, Synergy_Bliss=0.0764, Synergy_Loewe=-6.73, Synergy_HSA=-7.56. Drug 1: CS(=O)(=O)C1=CC(=C(C=C1)C(=O)NC2=CC(=C(C=C2)Cl)C3=CC=CC=N3)Cl. Drug 2: C(CN)CNCCSP(=O)(O)O. Cell line: MDA-MB-435.